Dataset: Human Reference Interactome with 51,813 positive PPI pairs across 8,248 proteins, plus equal number of experimentally-validated negative pairs. Task: Binary Classification. Given two protein amino acid sequences, predict whether they physically interact or not. (1) Protein 1 (ENSG00000187166) has sequence MEQALTGEAQSRWPRRGGSGAMAEAPGPSGESRGHSATQLPAEKTVGGPSRGCSSSVLRVSQLVLQAISTHKGLTLAALKKELRNAGYEVRRKSGRHEAPRGQAKATLLRVSGSDAAGYFRVWKVPKPRRKPGRARQEEGTRAPWRTPAAPRSSRRRRQPLRKAARKAREVWRRNARAKAKANARARRTRRARPRAKEPPCARAKEEAGATAADEGRGQAVKEDTTPRSGKDKRRSSKPREEKQEPKKPAQRTIQ*. Protein 2 (ENSG00000197361) has sequence MWPLLTMHITQLNRECLLHLFSFLDKDSRKSLARTCSQLHDVFEDPALWSLLHFRSLTELQKDNFLLGPALRSLSICWHSSRVQVCSIEDWLKSAFQRSICSRHESLVNDFLLRVCDRLSAVRSPRRREAPAPSSGTPIAVGPKSPRWGGPDHSEFADLRSGVTGARAAARRGLGSLRAERPSETPPAPGVSWGPPPPGAPVVISVKQEEGKQGRTGRRSHRAAPPCGFARTRVCPPTFPGADAFPQ*MWPLLTMHITQLNRECLLHLFSFLDKDSRKSLARTCSQLHDVFEDPALWSLL.... Result: 0 (the proteins do not interact). (2) Protein 1 (ENSG00000153066) has sequence MSECGGRGGGSSSSEDAEDEGGGGGGPAGSDCLSSSPTLATASSAGRLRRGLRGAFLMARQRPELLCGAVALGCALLLALKFTCSRAKDVIIPAKPPVSFFSLRSPVLDLFQGQLDYAEYVRRDSEVVLLFFYAPWCGQSIAARAEIEQAASRLSDQVLFVAINCWWNQGKCRKQKHFFYFPVIYLYHRSFGPIEYKGPMSAVYIEKFVRRVMKPLLYIPSQSELLDFLSNYEPGVLGYFEFSGSPQPPGYLTFFTSALHSLKKDYLGTVRFGVITNKHLAKLVSLVHSGSVYLHRHFNT.... Protein 2 (ENSG00000143870) has sequence MALLVLGLVSCTFFLAVNGLYSSSDDVIELTPSNFNREVIQSDSLWLVEFYAPWCGHCQRLTPEWKKAATALKDVVKVGAVDADKHHSLGGQYGVQGFPTIKIFGSNKNRPEDYQGGRTGEAIVDAALSALRQLVKDRLGGRSGGYSSGKQGRSDSSSKKDVIELTDDSFDKNVLDSEDVWMVEFYAPWCGHCKNLEPEWAAAASEVKEQTKGKVKLAAVDATVNQVLASRYGIRGFPTIKIFQKGESPVDYDGGRTRSDIVSRALDLFSDNAPPPELLEIINEDIAKRTCEEHQLCVVA.... Result: 0 (the proteins do not interact).